From a dataset of Full USPTO retrosynthesis dataset with 1.9M reactions from patents (1976-2016). Predict the reactants needed to synthesize the given product. (1) Given the product [NH2:24][C:22]1[CH:21]=[CH:20][C:3]([O:4][C:5]2[CH:10]=[CH:9][N:8]=[C:7]([NH2:11])[C:6]=2[C:12]#[C:13][C:14]2[CH:19]=[CH:18][CH:17]=[CH:16][N:15]=2)=[C:2]([F:1])[CH:23]=1, predict the reactants needed to synthesize it. The reactants are: [F:1][C:2]1[CH:23]=[C:22]([N+:24]([O-])=O)[CH:21]=[CH:20][C:3]=1[O:4][C:5]1[CH:10]=[CH:9][N:8]=[C:7]([NH2:11])[C:6]=1[C:12]#[C:13][C:14]1[CH:19]=[CH:18][CH:17]=[CH:16][N:15]=1.C1COCC1. (2) Given the product [CH3:13][O:14][C:15]1[CH:22]=[CH:21][CH:20]=[C:19]([O:23][CH3:24])[C:16]=1[CH:17]1[N:12]([CH2:11][C:7]2[CH:6]=[C:5]3[C:10](=[CH:9][CH:8]=2)[N:2]([CH3:1])[CH:3]=[CH:4]3)[C:15](=[O:14])[CH2:16][CH2:19][CH2:20]1, predict the reactants needed to synthesize it. The reactants are: [CH3:1][N:2]1[C:10]2[C:5](=[CH:6][C:7]([CH2:11][NH2:12])=[CH:8][CH:9]=2)[CH:4]=[CH:3]1.[CH3:13][O:14][C:15]1[CH:22]=[CH:21][CH:20]=[C:19]([O:23][CH3:24])[C:16]=1[CH:17]=O. (3) The reactants are: C([O-])([O-])=O.[K+].[K+].FC(F)(F)C([N:11]1[CH2:20][CH2:19][C:18]2[C:13](=[CH:14][CH:15]=[C:16]([CH2:21][C:22]([O:24][CH2:25][CH3:26])=[O:23])[CH:17]=2)[CH2:12]1)=O.FC(F)(F)C([N:33]1[CH2:42][CH2:41][C:40]2[C:35](=[C:36]([CH2:43][C:44]([O:46][CH2:47][CH3:48])=[O:45])[CH:37]=[CH:38][CH:39]=2)[CH2:34]1)=O. Given the product [CH2:12]1[C:13]2[C:18](=[CH:17][C:16]([CH2:21][C:22]([O:24][CH2:25][CH3:26])=[O:23])=[CH:15][CH:14]=2)[CH2:19][CH2:20][NH:11]1.[CH2:34]1[C:35]2[C:40](=[CH:39][CH:38]=[CH:37][C:36]=2[CH2:43][C:44]([O:46][CH2:47][CH3:48])=[O:45])[CH2:41][CH2:42][NH:33]1, predict the reactants needed to synthesize it. (4) Given the product [C:8]([C:7]1[C:2]2[N:1]=[C:12]([CH:14]3[CH2:23][CH2:22][C:21]4[C:16](=[CH:17][CH:18]=[CH:19][CH:20]=4)[N:15]3[C:24]([O:26][C:7]([CH3:8])([CH3:2])[CH3:6])=[O:25])[NH:11][C:3]=2[CH:4]=[CH:5][CH:6]=1)(=[O:10])[NH2:9], predict the reactants needed to synthesize it. The reactants are: [NH2:1][C:2]1[C:7]([C:8](=[O:10])[NH2:9])=[CH:6][CH:5]=[CH:4][C:3]=1[NH:11][C:12]([CH:14]1[CH2:23][CH2:22][C:21]2[C:16](=[CH:17][CH:18]=[CH:19][CH:20]=2)[N:15]1[C:24]([O:26]CC1C=CC=CC=1)=[O:25])=O.